From a dataset of Forward reaction prediction with 1.9M reactions from USPTO patents (1976-2016). Predict the product of the given reaction. (1) The product is: [CH3:31][C:30]([CH3:33])([CH3:32])[CH2:29][N:9]1[C:7]2[N:8]=[C:3]([C:1]#[N:2])[N:4]=[CH:5][C:6]=2[CH:11]=[C:10]1[CH2:12][N:13]1[C:17](=[O:18])[C:16]2([CH2:19][CH2:20][NH:21][CH2:22][CH2:23]2)[N:15]([CH3:27])[C:14]1=[O:28]. Given the reactants [C:1]([C:3]1[N:4]=[CH:5][C:6]2[CH:11]=[C:10]([CH2:12][N:13]3[C:17](=[O:18])[C:16]4([CH2:23][CH2:22][N:21](C(O)=O)[CH2:20][CH2:19]4)[N:15]([CH3:27])[C:14]3=[O:28])[N:9]([CH2:29][C:30]([CH3:33])([CH3:32])[CH3:31])[C:7]=2[N:8]=1)#[N:2].C(O)(C(F)(F)F)=O.C([O-])(O)=O.[Na+], predict the reaction product. (2) Given the reactants [Cl:1][C:2]1[C:7]([CH:8]=C)=[CH:6][C:5]([C:10]#[N:11])=[CH:4][C:3]=1[NH:12][C:13]1[N:18]=[C:17]([NH:19][CH:20]2[CH2:22][CH2:21]2)[C:16]2=[N:23][CH:24]=[C:25]([C:26]#[N:27])[N:15]2[N:14]=1.O.I([O-])(=O)(=O)=[O:30].[Na+], predict the reaction product. The product is: [Cl:1][C:2]1[C:7]([CH:8]=[O:30])=[CH:6][C:5]([C:10]#[N:11])=[CH:4][C:3]=1[NH:12][C:13]1[N:18]=[C:17]([NH:19][CH:20]2[CH2:22][CH2:21]2)[C:16]2=[N:23][CH:24]=[C:25]([C:26]#[N:27])[N:15]2[N:14]=1. (3) Given the reactants Br[CH:2]([CH:6]([CH3:8])[CH3:7])[C:3](O)=[O:4].O=S(Cl)Cl.[F:13][C:14]1[CH:19]=[CH:18][C:17]([NH2:20])=[CH:16][CH:15]=1.[F:21][C:22]([F:42])([F:41])[CH2:23][O:24][C:25]1[CH:30]=[CH:29][C:28]([N:31]2[CH2:36][CH2:35][CH:34]3[CH2:37][NH:38][CH2:39][CH:33]3[C:32]2=[O:40])=[CH:27][CH:26]=1.C([O-])([O-])=O.[K+].[K+], predict the reaction product. The product is: [F:13][C:14]1[CH:19]=[CH:18][C:17]([NH:20][C:3](=[O:4])[CH:2]([N:38]2[CH2:37][CH:34]3[CH:33]([C:32](=[O:40])[N:31]([C:28]4[CH:29]=[CH:30][C:25]([O:24][CH2:23][C:22]([F:21])([F:41])[F:42])=[CH:26][CH:27]=4)[CH2:36][CH2:35]3)[CH2:39]2)[CH:6]([CH3:8])[CH3:7])=[CH:16][CH:15]=1. (4) Given the reactants Cl.[NH2:2][C@H:3]1[CH2:6][C@H:5]([N:7]2[C:11]3=[N:12][CH:13]=[C:14]([Br:16])[N:15]=[C:10]3[N:9]([CH:17]3[CH2:19][CH2:18]3)[C:8]2=[O:20])[CH2:4]1.CS(C)=O.C(N(CC)C(C)C)(C)C.Cl[C:35]1[S:36][C:37]2[CH:43]=[CH:42][CH:41]=[CH:40][C:38]=2[N:39]=1, predict the reaction product. The product is: [S:36]1[C:37]2[CH:43]=[CH:42][CH:41]=[CH:40][C:38]=2[N:39]=[C:35]1[NH:2][C@H:3]1[CH2:6][C@H:5]([N:7]2[C:11]3=[N:12][CH:13]=[C:14]([Br:16])[N:15]=[C:10]3[N:9]([CH:17]3[CH2:18][CH2:19]3)[C:8]2=[O:20])[CH2:4]1.